From a dataset of Forward reaction prediction with 1.9M reactions from USPTO patents (1976-2016). Predict the product of the given reaction. (1) Given the reactants Cl.[CH3:2][O:3][C:4]([C@H:6]1[CH2:11][CH2:10][C@H:9]([NH2:12])[CH2:8][CH2:7]1)=[O:5].C(N(CC)CC)C.[CH3:20][C:21]([O:24][C:25](O[C:25]([O:24][C:21]([CH3:23])([CH3:22])[CH3:20])=[O:26])=[O:26])([CH3:23])[CH3:22], predict the reaction product. The product is: [CH3:2][O:3][C:4]([C@H:6]1[CH2:11][CH2:10][C@H:9]([NH:12][C:25]([O:24][C:21]([CH3:23])([CH3:22])[CH3:20])=[O:26])[CH2:8][CH2:7]1)=[O:5]. (2) Given the reactants I[C:2]1[CH:12]=[CH:11][C:5]([C:6]([O:8]CC)=[O:7])=[CH:4][CH:3]=1.[CH3:13][C@H:14]1[O:18][C:17](=[O:19])[NH:16][CH2:15]1, predict the reaction product. The product is: [CH3:13][C@H:14]1[O:18][C:17](=[O:19])[N:16]([C:2]2[CH:3]=[CH:4][C:5]([C:6]([OH:8])=[O:7])=[CH:11][CH:12]=2)[CH2:15]1. (3) Given the reactants C[O:2][C:3]([C:5]1[S:9][C:8]([N:10]2[C:14]3[CH:15]=[C:16]([O:21][CH3:22])[C:17]([O:19][CH3:20])=[CH:18][C:13]=3[N:12]=[CH:11]2)=[N:7][C:6]=1Br)=[O:4].[OH:24][C:25]1[CH:26]=[C:27](B(O)O)[CH:28]=[CH:29][CH:30]=1, predict the reaction product. The product is: [CH3:20][O:19][C:17]1[C:16]([O:21][CH3:22])=[CH:15][C:14]2[N:10]([C:8]3[S:9][C:5]([C:3]([OH:2])=[O:4])=[C:6]([C:29]4[CH:28]=[CH:27][CH:26]=[C:25]([OH:24])[CH:30]=4)[N:7]=3)[CH:11]=[N:12][C:13]=2[CH:18]=1. (4) Given the reactants [CH:1]([O:4][C:5]([N:7]1[CH2:13][CH2:12][CH:11]=[C:10]([NH:14][CH2:15][C:16]2[CH:21]=[C:20]([C:22]([F:25])([F:24])[F:23])[CH:19]=[C:18]([C:26]([F:29])([F:28])[F:27])[CH:17]=2)[C:9]2[C:30]([F:34])=[CH:31][CH:32]=[CH:33][C:8]1=2)=[O:6])([CH3:3])[CH3:2], predict the reaction product. The product is: [CH:1]([O:4][C:5]([N:7]1[CH2:13][CH2:12][CH2:11][CH:10]([NH:14][CH2:15][C:16]2[CH:21]=[C:20]([C:22]([F:23])([F:25])[F:24])[CH:19]=[C:18]([C:26]([F:27])([F:28])[F:29])[CH:17]=2)[C:9]2[C:30]([F:34])=[CH:31][CH:32]=[CH:33][C:8]1=2)=[O:6])([CH3:3])[CH3:2]. (5) Given the reactants CC1(C)[O:6][CH:5]([CH2:7][O:8][C:9]2[CH:15]=[CH:14][C:12]([NH2:13])=[CH:11][CH:10]=2)[CH2:4][O:3]1.[F:17][C:18]([F:39])([F:38])[C:19]1[CH:20]=[C:21]([C:25]2[CH:34]=[CH:33][C:32]3[C:27](=[C:28]([C:35](O)=[O:36])[CH:29]=[CH:30][CH:31]=3)[N:26]=2)[CH:22]=[CH:23][CH:24]=1.CN(C(ON1N=NC2C=CC=NC1=2)=[N+](C)C)C.F[P-](F)(F)(F)(F)F.CCN(C(C)C)C(C)C, predict the reaction product. The product is: [OH:6][CH:5]([CH2:4][OH:3])[CH2:7][O:8][C:9]1[CH:10]=[CH:11][C:12]([NH:13][C:35]([C:28]2[CH:29]=[CH:30][CH:31]=[C:32]3[C:27]=2[N:26]=[C:25]([C:21]2[CH:22]=[CH:23][CH:24]=[C:19]([C:18]([F:39])([F:17])[F:38])[CH:20]=2)[CH:34]=[CH:33]3)=[O:36])=[CH:14][CH:15]=1. (6) Given the reactants [N:1]([C:4]1[CH:5]=[C:6]([CH:27]=[C:28]([F:31])[C:29]=1[CH3:30])[C:7]([NH:9][C:10]1[CH:15]=[C:14]([C:16]([CH3:19])([CH3:18])[CH3:17])[CH:13]=[C:12]([NH:20][S:21]([CH3:24])(=[O:23])=[O:22])[C:11]=1[O:25][CH3:26])=[O:8])=[N+:2]=[N-:3].[C:32]([C:34]1[CH:35]=[N:36][CH:37]=[CH:38][CH:39]=1)#[CH:33], predict the reaction product. The product is: [C:16]([C:14]1[CH:13]=[C:12]([NH:20][S:21]([CH3:24])(=[O:22])=[O:23])[C:11]([O:25][CH3:26])=[C:10]([NH:9][C:7](=[O:8])[C:6]2[CH:5]=[C:4]([N:1]3[CH:33]=[C:32]([C:34]4[CH:35]=[N:36][CH:37]=[CH:38][CH:39]=4)[N:3]=[N:2]3)[C:29]([CH3:30])=[C:28]([F:31])[CH:27]=2)[CH:15]=1)([CH3:19])([CH3:18])[CH3:17]. (7) Given the reactants Cl[C:2]1[N:7]=[C:6]([NH:8][C:9]2[NH:13][N:12]=[C:11]([CH:14]3[CH2:16][CH2:15]3)[CH:10]=2)[CH:5]=[CH:4][N:3]=1.[Cl:17][C:18]1[CH:26]=[C:25]2[C:21]([CH:22]=[CH:23][NH:24]2)=[CH:20][C:19]=1[CH2:27][NH2:28].CCN(C(C)C)C(C)C, predict the reaction product. The product is: [Cl:17][C:18]1[CH:26]=[C:25]2[C:21]([CH:22]=[CH:23][NH:24]2)=[CH:20][C:19]=1[CH2:27][NH:28][C:2]1[N:7]=[C:6]([NH:8][C:9]2[CH:10]=[C:11]([CH:14]3[CH2:16][CH2:15]3)[NH:12][N:13]=2)[CH:5]=[CH:4][N:3]=1.